The task is: Predict the reaction yield, written as a fraction of the theoretical maximum amount of product (1.0 means a 100% yield; for example, 0.34 means a 34% yield).. This data is from Reaction yield outcomes from USPTO patents with 853,638 reactions. (1) The reactants are Cl.[CH3:2][O:3][C:4]([C:6]12[CH2:15][CH:10]3[CH2:11][CH:12]([CH2:14][C:8]([NH2:16])([CH2:9]3)[CH2:7]1)[CH2:13]2)=[O:5].[Cl:17][C:18]1[CH:19]=[C:20]([CH:24]=[CH:25][CH:26]=1)[C:21](O)=[O:22].CCN(C(C)C)C(C)C.CN(C(ON1N=NC2C=CC=NC1=2)=[N+](C)C)C.F[P-](F)(F)(F)(F)F. The catalyst is CN(C=O)C. The product is [Cl:17][C:18]1[CH:19]=[C:20]([CH:24]=[CH:25][CH:26]=1)[C:21]([NH:16][C:8]12[CH2:14][CH:12]3[CH2:11][CH:10]([CH2:15][C:6]([C:4]([O:3][CH3:2])=[O:5])([CH2:13]3)[CH2:7]1)[CH2:9]2)=[O:22]. The yield is 0.970. (2) The reactants are [CH3:1][CH:2]([CH3:37])[C@H:3]([NH:31][C:32]1[S:33][CH:34]=[CH:35][N:36]=1)[C:4]([N:6]1[CH2:10][CH2:9][CH2:8][C@H:7]1[C:11]1[NH:12][C:13]([C:16]2[CH:21]=[CH:20][C:19](B3OC(C)(C)C(C)(C)O3)=[CH:18][CH:17]=2)=[CH:14][N:15]=1)=[O:5].Br[C:39]1[CH:44]=[CH:43][C:42]([C:45]2[NH:49][C:48]([C@@H:50]3[CH2:54][CH2:53][CH2:52][N:51]3[C:55](=[O:66])[C@@H:56]([NH:60][C:61]3[S:62][CH:63]=[CH:64][N:65]=3)[CH:57]([CH3:59])[CH3:58])=[N:47][CH:46]=2)=[CH:41][CH:40]=1.C([O-])(O)=O.[Na+]. The catalyst is COCCOC.O.C1C=CC([P]([Pd]([P](C2C=CC=CC=2)(C2C=CC=CC=2)C2C=CC=CC=2)([P](C2C=CC=CC=2)(C2C=CC=CC=2)C2C=CC=CC=2)[P](C2C=CC=CC=2)(C2C=CC=CC=2)C2C=CC=CC=2)(C2C=CC=CC=2)C2C=CC=CC=2)=CC=1. The product is [C:19]1([C:39]2[CH:44]=[CH:43][C:42]([C:45]3[N:49]=[C:48]([C@@H:50]4[CH2:54][CH2:53][CH2:52][N:51]4[C:55](=[O:66])[C@@H:56]([NH:60][C:61]4[S:62][CH:63]=[CH:64][N:65]=4)[CH:57]([CH3:59])[CH3:58])[NH:47][CH:46]=3)=[CH:41][CH:40]=2)[CH:20]=[CH:21][C:16]([C:13]2[N:12]=[C:11]([C@@H:7]3[CH2:8][CH2:9][CH2:10][N:6]3[C:4](=[O:5])[C@@H:3]([NH:31][C:32]3[S:33][CH:34]=[CH:35][N:36]=3)[CH:2]([CH3:37])[CH3:1])[NH:15][CH:14]=2)=[CH:17][CH:18]=1. The yield is 0.0200. (3) The reactants are [Br:1][CH2:2][CH2:3][N:4]1[C:8]([CH2:9]O)=[CH:7][C:6]([N+:11]([O-:13])=[O:12])=[N:5]1.P(Br)(Br)[Br:15].C(=O)(O)[O-].[Na+]. The catalyst is C(Cl)(Cl)Cl.ClCCl. The product is [Br:1][CH2:2][CH2:3][N:4]1[C:8]([CH2:9][Br:15])=[CH:7][C:6]([N+:11]([O-:13])=[O:12])=[N:5]1. The yield is 0.670. (4) The yield is 0.873. The product is [CH3:12][NH:13][C:14]([C:16]1[CH:17]=[C:18]2[C:23](=[CH:24][C:25]=1[O:26][CH2:27][C:28]1[CH:33]=[CH:32][CH:31]=[CH:30][CH:29]=1)[N:22]=[CH:21][CH:20]=[C:19]2[O:8][C:5]1[CH:6]=[CH:7][C:2]([NH2:1])=[C:3]([Cl:9])[CH:4]=1)=[O:15]. The reactants are [NH2:1][C:2]1[CH:7]=[CH:6][C:5]([OH:8])=[CH:4][C:3]=1[Cl:9].[H-].[Na+].[CH3:12][NH:13][C:14]([C:16]1[CH:17]=[C:18]2[C:23](=[CH:24][C:25]=1[O:26][CH2:27][C:28]1[CH:33]=[CH:32][CH:31]=[CH:30][CH:29]=1)[N:22]=[CH:21][CH:20]=[C:19]2Cl)=[O:15].C(OCC)(=O)C. The catalyst is CS(C)=O.O. (5) The reactants are C([O:3][C:4](=O)[CH2:5][N:6]1[CH:11]=[CH:10][N:9]=[C:8]([S:12][C:13]2[CH:18]=[CH:17][CH:16]=[CH:15][N:14]=2)[C:7]1=[O:19])C.[BH4-].[Li+].CO. The catalyst is C(Cl)Cl.C(O)(C)C.O1CCCC1. The product is [OH:3][CH2:4][CH2:5][N:6]1[CH:11]=[CH:10][N:9]=[C:8]([S:12][C:13]2[CH:18]=[CH:17][CH:16]=[CH:15][N:14]=2)[C:7]1=[O:19]. The yield is 1.00. (6) The reactants are [CH3:1][O:2][C:3]1[CH:12]=[C:11]([O:13][CH3:14])[C:10]2[C:5](=[CH:6][CH:7]=[CH:8][CH:9]=2)[N:4]=1.[Li]CCCC.Cl[C:21]([O:23][CH2:24][CH3:25])=[O:22].O. The catalyst is C1COCC1. The product is [CH3:1][O:2][C:3]1[C:12]([C:21]([O:23][CH2:24][CH3:25])=[O:22])=[C:11]([O:13][CH3:14])[C:10]2[C:5](=[CH:6][CH:7]=[CH:8][CH:9]=2)[N:4]=1. The yield is 0.600. (7) The reactants are Cl[CH2:2][CH2:3][O:4][C:5]1[CH:6]=[C:7]2[C:12](=[CH:13][C:14]=1[O:15][CH3:16])[N:11]=[C:10]([C:17]1[CH:22]=[CH:21][CH:20]=[C:19]([C:23]3[CH:28]=[CH:27][CH:26]=[CH:25][CH:24]=3)[CH:18]=1)[N:9]=[C:8]2[NH:29][C:30]1[CH:31]=[C:32]2[C:36](=[CH:37][CH:38]=1)[N:35](C(OC(C)(C)C)=O)[N:34]=[CH:33]2.[NH:46]1[CH2:51][CH2:50][O:49][CH2:48][CH2:47]1. The catalyst is CS(C)=O. The product is [C:23]1([C:19]2[CH:18]=[C:17]([C:10]3[N:9]=[C:8]([NH:29][C:30]4[CH:31]=[C:32]5[C:36](=[CH:37][CH:38]=4)[NH:35][N:34]=[CH:33]5)[C:7]4[C:12](=[CH:13][C:14]([O:15][CH3:16])=[C:5]([O:4][CH2:3][CH2:2][N:46]5[CH2:51][CH2:50][O:49][CH2:48][CH2:47]5)[CH:6]=4)[N:11]=3)[CH:22]=[CH:21][CH:20]=2)[CH:28]=[CH:27][CH:26]=[CH:25][CH:24]=1. The yield is 0.500.